This data is from Forward reaction prediction with 1.9M reactions from USPTO patents (1976-2016). The task is: Predict the product of the given reaction. Given the reactants C(OC(=O)[NH:7][CH:8]([C:10]1[N:20]2[C:21]3[C:16]([O:17][CH2:18][CH2:19]2)=[C:15]([F:22])[CH:14]=[CH:13][C:12]=3[N:11]=1)[CH3:9])(C)(C)C.FC1C=CC2=C3C=1OCCN3C(C(NC(=O)C)C)=N2.C(O)(C(F)(F)F)=O.C1(C)C=CC=CC=1, predict the reaction product. The product is: [F:22][C:15]1[CH:14]=[CH:13][C:12]2=[C:21]3[C:16]=1[O:17][CH2:18][CH2:19][N:20]3[C:10]([CH:8]([NH2:7])[CH3:9])=[N:11]2.